This data is from Full USPTO retrosynthesis dataset with 1.9M reactions from patents (1976-2016). The task is: Predict the reactants needed to synthesize the given product. (1) Given the product [C:26]([C:23]([CH3:25])([CH3:24])[CH2:22][C:18]1[CH:17]=[C:16]([CH:21]=[CH:20][CH:19]=1)[C:15]([C:11]1[CH:10]=[C:9]([CH2:8][C:7]([CH3:33])([CH3:32])[C:6]([OH:34])=[O:5])[CH:14]=[CH:13][CH:12]=1)=[O:31])([OH:28])=[O:27], predict the reactants needed to synthesize it. The reactants are: [OH-].[K+].C([O:5][C:6](=[O:34])[C:7]([CH3:33])([CH3:32])[CH2:8][C:9]1[CH:14]=[CH:13][CH:12]=[C:11]([C:15](=[O:31])[C:16]2[CH:21]=[CH:20][CH:19]=[C:18]([CH2:22][C:23]([C:26]([O:28]CC)=[O:27])([CH3:25])[CH3:24])[CH:17]=2)[CH:10]=1)C. (2) The reactants are: C([O:4][C@@:5]1([CH2:35][CH3:36])[C:32]2[CH:31]=[C:30]3[N:11]([CH2:12][C:13]4[C:14]3=[N:15][C:16]3[C:17]5[C:18]=4[N:19]([CH2:26][CH2:27][CH2:28][CH3:29])[CH:20]=[N:21][C:22]=5[CH:23]=[CH:24][CH:25]=3)[C:10](=[O:33])[C:9]=2[CH2:8][O:7][C:6]1=[O:34])(=O)C.NN.Cl. Given the product [CH2:26]([N:19]1[C:18]2=[C:13]3[CH2:12][N:11]4[C:30](=[CH:31][C:32]5[C@:5]([CH2:35][CH3:36])([OH:4])[C:6](=[O:34])[O:7][CH2:8][C:9]=5[C:10]4=[O:33])[C:14]3=[N:15][C:16]3[C:17]2=[C:22]([CH:23]=[CH:24][CH:25]=3)[N:21]=[CH:20]1)[CH2:27][CH2:28][CH3:29], predict the reactants needed to synthesize it.